From a dataset of Forward reaction prediction with 1.9M reactions from USPTO patents (1976-2016). Predict the product of the given reaction. The product is: [Cl:15][C:10]1[C:3]([O:2][CH3:1])=[C:4]([C:7]([O:11][CH3:12])=[CH:8][CH:9]=1)[CH:5]=[O:6]. Given the reactants [CH3:1][O:2][C:3]1[CH:10]=[CH:9][CH:8]=[C:7]([O:11][CH3:12])[C:4]=1[CH:5]=[O:6].O.C(Cl)[Cl:15], predict the reaction product.